Regression/Classification. Given a drug SMILES string, predict its absorption, distribution, metabolism, or excretion properties. Task type varies by dataset: regression for continuous measurements (e.g., permeability, clearance, half-life) or binary classification for categorical outcomes (e.g., BBB penetration, CYP inhibition). Dataset: cyp3a4_veith. From a dataset of CYP3A4 inhibition data for predicting drug metabolism from PubChem BioAssay. (1) The result is 0 (non-inhibitor). The compound is Oc1cc(O)c2c(c1)O[C@H](c1ccc(O)c(O)c1)[C@@H](O)[C@@H]2c1c(O)cc(O)c2c1O[C@@H](c1ccc(O)c(O)c1)[C@H](O)C2. (2) The molecule is N=C(N)[C@H](N=Nc1ccccc1)C(N)=O. The result is 0 (non-inhibitor). (3) The molecule is COc1c(Cl)cc(Cl)cc1CNCCNCC(C)O.Cl. The result is 0 (non-inhibitor). (4) The compound is C[C@H](CO)NC(=O)[C@H](C)[C@H]1C[C@]1(C)[C@H](NC(=O)OCc1ccccc1)c1ccccc1. The result is 1 (inhibitor). (5) The molecule is CCc1nc2c(c(SC)nn2-c2ccccc2)c(N)c1C(=O)OC. The result is 0 (non-inhibitor).